Predict which catalyst facilitates the given reaction. From a dataset of Catalyst prediction with 721,799 reactions and 888 catalyst types from USPTO. (1) Reactant: [CH:1]([O:4][C:5]([N:7]1[CH2:12][CH2:11][CH:10]([O:13][C:14]2[C:23]3[C:18](=[C:19]([C:24]4[CH:29]=[CH:28][C:27](SC)=[CH:26][CH:25]=4)[CH:20]=[CH:21][CH:22]=3)[N:17]=[CH:16][CH:15]=2)[CH2:9][CH2:8]1)=[O:6])([CH3:3])[CH3:2].[CH:32]1C=C(Cl)C=C(C(OO)=O)C=1.[S:43](=[O:47])(=O)(O)[O-:44].[Na+]. Product: [CH:1]([O:4][C:5]([N:7]1[CH2:8][CH2:9][CH:10]([O:13][C:14]2[C:23]3[C:18](=[C:19]([C:24]4[CH:29]=[CH:28][C:27]([S:43]([CH3:32])(=[O:47])=[O:44])=[CH:26][CH:25]=4)[CH:20]=[CH:21][CH:22]=3)[N:17]=[CH:16][CH:15]=2)[CH2:11][CH2:12]1)=[O:6])([CH3:3])[CH3:2]. The catalyst class is: 2. (2) Reactant: [CH3:1][C:2]1([CH3:26])[CH2:11][CH2:10][CH:9]([OH:12])[C:8]2[CH:7]=[C:6]([N:13]=[N:14][C:15]3[CH:25]=[CH:24][C:18]([C:19]([O:21][CH2:22][CH3:23])=[O:20])=[CH:17][CH:16]=3)[CH:5]=[CH:4][C:3]1=2.C(NCC)(C)C.[CH3:33][O:34][CH2:35]Cl. Product: [CH3:26][C:2]1([CH3:1])[CH2:11][CH2:10][CH:9]([O:12][CH2:33][O:34][CH3:35])[C:8]2[CH:7]=[C:6]([N:13]=[N:14][C:15]3[CH:16]=[CH:17][C:18]([C:19]([O:21][CH2:22][CH3:23])=[O:20])=[CH:24][CH:25]=3)[CH:5]=[CH:4][C:3]1=2. The catalyst class is: 124. (3) Reactant: C[Si](C)(C)N(C1C=CN=C(C)N=1)[Si](C)(C)C.C1(C[C@H](C2C=CC(S(C)(=O)=O)=C(C(F)(F)F)C=2)C(O)=O)CCCC1.[CH:41]1([CH2:46][C@H:47]([C:58]2[CH:63]=[CH:62][C:61]([S:64]([CH3:67])(=[O:66])=[O:65])=[C:60]([C:68]([F:71])([F:70])[F:69])[CH:59]=2)[C:48]([NH:50][C:51]2[CH:56]=[CH:55][N:54]=[C:53](C)[N:52]=2)=[O:49])[CH2:45][CH2:44][CH2:43][CH2:42]1. Product: [CH:41]1([CH2:46][C@H:47]([C:58]2[CH:63]=[CH:62][C:61]([S:64]([CH3:67])(=[O:65])=[O:66])=[C:60]([C:68]([F:69])([F:70])[F:71])[CH:59]=2)[C:48]([NH:50][C:51]2[CH:56]=[CH:55][N:54]=[CH:53][N:52]=2)=[O:49])[CH2:45][CH2:44][CH2:43][CH2:42]1. The catalyst class is: 22. (4) Reactant: [CH2:1]([N:8]1[C:17](=[O:18])[C:16]2[C:11](=[CH:12][C:13]([Cl:19])=[CH:14][CH:15]=2)[N:10]([C:20]([CH:22]2[CH2:26][CH2:25][CH2:24][NH:23]2)=O)C1)[C:2]1[CH:7]=[CH:6][CH:5]=[CH:4][CH:3]=1.[C:27]1([CH3:35])[CH:32]=[CH:31][C:30]([CH:33]=O)=[CH:29][CH:28]=1. Product: [CH2:1]([N:8]1[C:17](=[O:18])[C:16]2[C:11](=[CH:12][C:13]([Cl:19])=[CH:14][CH:15]=2)[N:10]=[C:20]1[CH:22]1[CH2:26][CH2:25][CH2:24][N:23]1[CH2:33][C:30]1[CH:31]=[CH:32][C:27]([CH3:35])=[CH:28][CH:29]=1)[C:2]1[CH:7]=[CH:6][CH:5]=[CH:4][CH:3]=1. The catalyst class is: 4. (5) Product: [C:28]([C:32]1[CH:33]=[C:34]([CH:35]=[CH:36][CH:37]=1)[O:38][CH2:25][C:24]([NH:23][C:16]1[CH:15]=[CH:14][C:13]([Cl:12])=[CH:22][C:17]=1[C:18]([O:20][CH3:21])=[O:19])=[O:27])([CH3:31])([CH3:29])[CH3:30]. The catalyst class is: 84. Reactant: C(=O)([O-])[O-].[K+].[K+].CN(C=O)C.[Cl:12][C:13]1[CH:14]=[CH:15][C:16]([NH:23][C:24](=[O:27])[CH2:25]Cl)=[C:17]([CH:22]=1)[C:18]([O:20][CH3:21])=[O:19].[C:28]([C:32]1[CH:33]=[C:34]([OH:38])[CH:35]=[CH:36][CH:37]=1)([CH3:31])([CH3:30])[CH3:29]. (6) Reactant: [OH-].[Na+].C[O:4][C:5]([C@:7]12[CH2:13][CH:12]([CH3:14])[CH:11]1[CH2:10][N:9]([C:15]([O:17][CH2:18][C:19]1[CH:24]=[CH:23][CH:22]=[CH:21][CH:20]=1)=[O:16])[CH2:8]2)=[O:6].Cl. The catalyst class is: 83. Product: [CH2:18]([O:17][C:15]([N:9]1[CH2:10][CH:11]2[C@:7]([C:5]([OH:6])=[O:4])([CH2:13][CH:12]2[CH3:14])[CH2:8]1)=[O:16])[C:19]1[CH:24]=[CH:23][CH:22]=[CH:21][CH:20]=1. (7) Reactant: F[C:2]1[CH:7]=[CH:6][C:5]([C:8]2([CH3:14])[CH2:13][CH2:12][O:11][CH2:10][CH2:9]2)=[CH:4][N:3]=1.[CH3:15][O:16][C:17]1[CH:22]=[C:21]([O:23][CH3:24])[CH:20]=[CH:19][C:18]=1[CH2:25][NH2:26].CCN(C(C)C)C(C)C.C(=O)([O-])[O-].[K+].[K+]. Product: [CH3:15][O:16][C:17]1[CH:22]=[C:21]([O:23][CH3:24])[CH:20]=[CH:19][C:18]=1[CH2:25][NH:26][C:2]1[CH:7]=[CH:6][C:5]([C:8]2([CH3:14])[CH2:13][CH2:12][O:11][CH2:10][CH2:9]2)=[CH:4][N:3]=1. The catalyst class is: 13. (8) Reactant: [C:1]([C:4]1[CH:12]=[CH:11][C:7]([C:8]([OH:10])=[O:9])=[CH:6][CH:5]=1)(=[O:3])[CH3:2].[CH2:13]([N:17]1[CH:21]=[N:20][N:19]=[C:18]1[C:22]1[C:23]([O:32][CH3:33])=[CH:24][C:25]([O:30][CH3:31])=[C:26]([CH:29]=1)[CH:27]=O)[CH:14]([CH3:16])[CH3:15].C[O-].[Li+]. Product: [CH2:13]([N:17]1[CH:21]=[N:20][N:19]=[C:18]1[C:22]1[C:23]([O:32][CH3:33])=[CH:24][C:25]([O:30][CH3:31])=[C:26](/[CH:27]=[CH:2]/[C:1]([C:4]2[CH:12]=[CH:11][C:7]([C:8]([OH:10])=[O:9])=[CH:6][CH:5]=2)=[O:3])[CH:29]=1)[CH:14]([CH3:16])[CH3:15]. The catalyst class is: 9. (9) Reactant: Cl.[CH:2]([NH:5][C:6](=[O:27])[NH:7][C:8]1[CH:13]=[C:12]([C:14]2[S:15][CH:16]=[CH:17][CH:18]=2)[CH:11]=[CH:10][C:9]=1[NH:19]C(=O)OC(C)(C)C)([CH3:4])[CH3:3]. Product: [NH2:19][C:9]1[CH:10]=[CH:11][C:12]([C:14]2[S:15][CH:16]=[CH:17][CH:18]=2)=[CH:13][C:8]=1[NH:7][C:6]([NH:5][CH:2]([CH3:4])[CH3:3])=[O:27]. The catalyst class is: 169. (10) Reactant: [F:1][C:2]1[CH:3]=[C:4]([C:8]2[CH:16]=[CH:15][CH:14]=[C:13]3[C:9]=2[CH2:10][C:11](=[O:17])[NH:12]3)[CH:5]=[CH:6][CH:7]=1.[C:18]1([S:24]([C:27]2[C:28]([CH2:35][CH2:36][C:37]([OH:39])=[O:38])=[C:29]([CH:33]=O)[NH:30][C:31]=2[CH3:32])(=[O:26])=[O:25])[CH:23]=[CH:22][CH:21]=[CH:20][CH:19]=1.CC(O/N=C(/C(NCC=O)=O)\C1N=C(N)SC=1)(C(O)=O)C.N1CCCCC1. Product: [C:18]1([S:24]([C:27]2[C:28]([CH2:35][CH2:36][C:37]([OH:39])=[O:38])=[C:29](/[CH:33]=[C:10]3\[C:11](=[O:17])[NH:12][C:13]4[C:9]\3=[C:8]([C:4]3[CH:5]=[CH:6][CH:7]=[C:2]([F:1])[CH:3]=3)[CH:16]=[CH:15][CH:14]=4)[NH:30][C:31]=2[CH3:32])(=[O:25])=[O:26])[CH:19]=[CH:20][CH:21]=[CH:22][CH:23]=1. The catalyst class is: 8.